This data is from Full USPTO retrosynthesis dataset with 1.9M reactions from patents (1976-2016). The task is: Predict the reactants needed to synthesize the given product. Given the product [CH2:20]([NH:23][S:16]([C:14]1[S:15][C:11]([C:7]2[S:6][C:5]([NH:4][C:1](=[O:3])[CH3:2])=[N:9][C:8]=2[CH3:10])=[CH:12][CH:13]=1)(=[O:18])=[O:17])[CH:21]=[CH2:22], predict the reactants needed to synthesize it. The reactants are: [C:1]([NH:4][C:5]1[S:6][C:7]([C:11]2[S:15][C:14]([S:16](Cl)(=[O:18])=[O:17])=[CH:13][CH:12]=2)=[C:8]([CH3:10])[N:9]=1)(=[O:3])[CH3:2].[CH2:20]([NH2:23])[CH:21]=[CH2:22].CCN(C(C)C)C(C)C.